From a dataset of Reaction yield outcomes from USPTO patents with 853,638 reactions. Predict the reaction yield, written as a fraction of the theoretical maximum amount of product (1.0 means a 100% yield; for example, 0.34 means a 34% yield). (1) The reactants are [CH3:1][O:2][C:3]1[CH:4]=[C:5]([NH:11][C:12]2[C:21]([NH2:22])=[N:20][C:19]3[C:14](=[CH:15][CH:16]=[CH:17][CH:18]=3)[N:13]=2)[CH:6]=[C:7]([O:9][CH3:10])[CH:8]=1.[C:23]([NH:26][C:27]1[CH:28]=[C:29]([S:33](Cl)(=[O:35])=[O:34])[CH:30]=[CH:31][CH:32]=1)(=[O:25])[CH3:24].C1C(Cl)=CC=C(Cl)C=1. The catalyst is N1C=CC=CC=1. The product is [CH3:10][O:9][C:7]1[CH:6]=[C:5]([NH:11][C:12]2[C:21]([NH:22][S:33]([C:29]3[CH:28]=[C:27]([NH:26][C:23](=[O:25])[CH3:24])[CH:32]=[CH:31][CH:30]=3)(=[O:35])=[O:34])=[N:20][C:19]3[C:14]([N:13]=2)=[CH:15][CH:16]=[CH:17][CH:18]=3)[CH:4]=[C:3]([O:2][CH3:1])[CH:8]=1. The yield is 0.240. (2) The reactants are CO[C:3](=[O:28])[C:4]1[CH:9]=[C:8]([C:10]2[N:11]([O:15][CH2:16][C:17]3[CH:22]=[CH:21][CH:20]=[CH:19][CH:18]=3)[N:12]=[CH:13][CH:14]=2)[C:7]([C:23]([F:26])([F:25])[F:24])=[CH:6][C:5]=1[NH2:27].CC[N:31]([CH2:34]C)CC.[CH3:36][S:37]([NH:40]N)(=[O:39])=[O:38].[OH-:42].[Na+]. The catalyst is C(Cl)Cl. The product is [CH2:16]([O:15][N:11]1[C:10]([C:8]2[CH:9]=[C:4]3[C:5](=[CH:6][C:7]=2[C:23]([F:24])([F:26])[F:25])[NH:27][C:34](=[O:42])[N:31]([NH:40][S:37]([CH3:36])(=[O:39])=[O:38])[C:3]3=[O:28])=[CH:14][CH:13]=[N:12]1)[C:17]1[CH:18]=[CH:19][CH:20]=[CH:21][CH:22]=1. The yield is 0.300. (3) The reactants are Br[C:2]1[CH:3]=[C:4]([N:11]2[CH2:16][CH2:15][O:14][CH2:13][CH2:12]2)[C:5]([O:8][CH2:9][CH3:10])=[N:6][CH:7]=1.[CH3:17][C:18]1[N:23]=[CH:22][C:21]([NH2:24])=[CH:20][C:19]=1B1OC(C)(C)C(C)(C)O1.C(=O)([O-])[O-].[Na+].[Na+]. The catalyst is COCCOC.C1C=CC(P(C2C=CC=CC=2)[C-]2C=CC=C2)=CC=1.C1C=CC(P(C2C=CC=CC=2)[C-]2C=CC=C2)=CC=1.Cl[Pd]Cl.[Fe+2].C(Cl)Cl. The product is [CH2:9]([O:8][C:5]1[N:6]=[CH:7][C:2]([C:19]2[C:18]([CH3:17])=[N:23][CH:22]=[C:21]([NH2:24])[CH:20]=2)=[CH:3][C:4]=1[N:11]1[CH2:16][CH2:15][O:14][CH2:13][CH2:12]1)[CH3:10]. The yield is 0.780. (4) The reactants are Br[C:2]1[CH:11]=[C:10]2[C:5]([N:6]=[CH:7][C:8]([N:12]3[CH2:17][CH2:16][CH2:15][CH:14]([N:18]([CH3:20])[CH3:19])[CH2:13]3)=[N:9]2)=[CH:4][CH:3]=1.B1(B2OC(C)(C)C(C)(C)O2)OC(C)(C)C(C)(C)O1.C([O-])(=O)C.[K+].Br[C:45]1[CH:46]=[C:47]([NH:52][S:53]([C:56]2[CH:61]=[CH:60][CH:59]=[CH:58][CH:57]=2)(=[O:55])=[O:54])[C:48]([Cl:51])=[N:49][CH:50]=1.C(=O)([O-])[O-].[K+].[K+]. The yield is 0.100. The product is [Cl:51][C:48]1[C:47]([NH:52][S:53]([C:56]2[CH:57]=[CH:58][CH:59]=[CH:60][CH:61]=2)(=[O:55])=[O:54])=[CH:46][C:45]([C:2]2[CH:11]=[C:10]3[C:5](=[CH:4][CH:3]=2)[N:6]=[CH:7][C:8]([N:12]2[CH2:17][CH2:16][CH2:15][CH:14]([N:18]([CH3:20])[CH3:19])[CH2:13]2)=[N:9]3)=[CH:50][N:49]=1. The catalyst is O1CCOCC1. (5) The reactants are Cl[C:2]1[CH:3]=[C:4]([N:23]([CH2:30][CH3:31])[CH:24]2[CH2:29][CH2:28][O:27][CH2:26][CH2:25]2)[C:5]([CH2:21][CH3:22])=[C:6]([CH:20]=1)[C:7]([NH:9][CH2:10][C:11]1[C:12](=[O:19])[NH:13][C:14]([CH3:18])=[CH:15][C:16]=1[CH3:17])=[O:8].C1(P(C2CCCCC2)C2C=CC=CC=2C2C(N(C)C)=CC=CC=2)CCCCC1.[F-].[Cs+].CC1(C)C(C)(C)OB([C:70]2[CH:82]=[CH:81][C:73]([CH2:74][N:75]3[CH2:80][CH2:79][O:78][CH2:77][CH2:76]3)=[CH:72][CH:71]=2)O1. The catalyst is C([O-])(=O)C.C([O-])(=O)C.[Pd+2].CO.COCCOCCOC. The product is [CH3:17][C:16]1[CH:15]=[C:14]([CH3:18])[NH:13][C:12](=[O:19])[C:11]=1[CH2:10][NH:9][C:7]([C:6]1[CH:20]=[C:2]([C:70]2[CH:71]=[CH:72][C:73]([CH2:74][N:75]3[CH2:80][CH2:79][O:78][CH2:77][CH2:76]3)=[CH:81][CH:82]=2)[CH:3]=[C:4]([N:23]([CH2:30][CH3:31])[CH:24]2[CH2:29][CH2:28][O:27][CH2:26][CH2:25]2)[C:5]=1[CH2:21][CH3:22])=[O:8]. The yield is 0.210.